From a dataset of Forward reaction prediction with 1.9M reactions from USPTO patents (1976-2016). Predict the product of the given reaction. Given the reactants [CH2:1]([C:5]([C:14]1[CH:19]=[CH:18][CH:17]=[CH:16][CH:15]=1)([CH2:10][CH2:11][CH2:12][CH3:13])[C:6]([O:8]C)=[O:7])[CH2:2][CH2:3][CH3:4].C1(C(CCC)(CCC)C(OC)=O)C=CC=CC=1, predict the reaction product. The product is: [CH2:1]([C:5]([C:14]1[CH:15]=[CH:16][CH:17]=[CH:18][CH:19]=1)([CH2:10][CH2:11][CH2:12][CH3:13])[C:6]([OH:8])=[O:7])[CH2:2][CH2:3][CH3:4].